This data is from Peptide-MHC class II binding affinity with 134,281 pairs from IEDB. The task is: Regression. Given a peptide amino acid sequence and an MHC pseudo amino acid sequence, predict their binding affinity value. This is MHC class II binding data. (1) The binding affinity (normalized) is 0.405. The MHC is DRB1_0401 with pseudo-sequence DRB1_0401. The peptide sequence is RRHGVRIRVRSGGHD. (2) The peptide sequence is DIVEVDRDTARRHLA. The MHC is DRB3_0301 with pseudo-sequence DRB3_0301. The binding affinity (normalized) is 0.275.